From a dataset of CYP2D6 inhibition data for predicting drug metabolism from PubChem BioAssay. Regression/Classification. Given a drug SMILES string, predict its absorption, distribution, metabolism, or excretion properties. Task type varies by dataset: regression for continuous measurements (e.g., permeability, clearance, half-life) or binary classification for categorical outcomes (e.g., BBB penetration, CYP inhibition). Dataset: cyp2d6_veith. (1) The compound is COc1ccc(Oc2nc3ccccc3nc2C(F)(F)F)cc1. The result is 0 (non-inhibitor). (2) The drug is CCCCCCC/C=C\CCCCCCCCC(=O)O. The result is 0 (non-inhibitor). (3) The result is 0 (non-inhibitor). The compound is CS(=O)(=O)Nc1ccc([N+](=O)[O-])cc1Oc1ccccc1. (4) The compound is O=C(O)C[C@H]1NCc2cc3ccccc3nc21. The result is 0 (non-inhibitor). (5) The drug is COc1cccc2c1C(=O)c1c(O)c3c(c(O)c1C2=O)C[C@@](O)(C(=O)CO)C[C@H]3O[C@H]1C[C@@H](N)[C@H](O)[C@@H](C)O1.[W]. The result is 0 (non-inhibitor). (6) The drug is CC(C)(C)c1onc(OCP(=O)(O)O)c1C[C@@H](N)C(=O)O. The result is 0 (non-inhibitor). (7) The compound is CCCC(=O)NC(Oc1ccc(Cl)cc1Cl)C(Cl)(Cl)Cl. The result is 0 (non-inhibitor).